Dataset: Forward reaction prediction with 1.9M reactions from USPTO patents (1976-2016). Task: Predict the product of the given reaction. (1) Given the reactants CCCN1[C@@H]2CC3C4C(=CC=CC=4NC=3)[C@H]2C[C@@H](CSC)C1.C1[C:33]2[C:28](=[CH:29][C:30]([OH:36])=[C:31]([OH:35])[C:32]=2Cl)[CH:27](C2C=CC=CC=2)[CH2:26][NH:25]C1, predict the reaction product. The product is: [NH2:25][CH2:26][CH2:27][C:28]1[CH:33]=[CH:32][C:31]([OH:35])=[C:30]([OH:36])[CH:29]=1. (2) The product is: [Cl:1][C:2]1[N:7]=[CH:6][N:5]=[C:4]([C:8]([NH:28][C:29]2[CH:34]=[CH:33][CH:32]=[CH:31][C:30]=2[CH3:35])=[O:9])[CH:3]=1. Given the reactants [Cl:1][C:2]1[N:7]=[CH:6][N:5]=[C:4]([C:8](Cl)=[O:9])[CH:3]=1.ClC1N=CN=C(C(NC2C=CC(O)=CC=2)=O)C=1.[NH2:28][C:29]1[C:30]([CH3:35])=[CH:31][CH:32]=[CH:33][CH:34]=1.CCN(C(C)C)C(C)C, predict the reaction product. (3) The product is: [N:1]1([CH2:25][C:27]2[CH:28]=[CH:29][C:30]([C:33]3[CH:37]=[C:36]([C:38]([NH2:40])=[O:39])[O:35][N:34]=3)=[CH:31][CH:32]=2)[C:10]2[C:5](=[CH:6][CH:7]=[CH:8][CH:9]=2)[CH2:4][CH2:3][CH2:2]1. Given the reactants [NH:1]1[C:10]2[C:5](=[CH:6][CH:7]=[CH:8][CH:9]=2)[CH2:4][CH2:3][CH2:2]1.[BH-](OC(C)=O)(OC(C)=O)OC(C)=O.[Na+].[CH:25]([C:27]1[CH:32]=[CH:31][C:30]([C:33]2[CH:37]=[C:36]([C:38]([NH2:40])=[O:39])[O:35][N:34]=2)=[CH:29][CH:28]=1)=O.C([O-])([O-])=O.[Na+].[Na+], predict the reaction product. (4) Given the reactants [CH2:1]([N:8]([CH2:14][C@@H:15]([OH:20])[C:16]([F:19])([F:18])[F:17])[C:9](=[O:13])[C@@H:10](O)[CH3:11])[C:2]1[CH:7]=[CH:6][CH:5]=[CH:4][CH:3]=1.[H-].[Na+], predict the reaction product. The product is: [CH2:1]([N:8]1[CH2:14][C@H:15]([C:16]([F:17])([F:18])[F:19])[O:20][C@H:10]([CH3:11])[C:9]1=[O:13])[C:2]1[CH:3]=[CH:4][CH:5]=[CH:6][CH:7]=1.